Dataset: Catalyst prediction with 721,799 reactions and 888 catalyst types from USPTO. Task: Predict which catalyst facilitates the given reaction. (1) Reactant: [Br:1][C:2]1[N:27](S(C2C=CC=CC=2)(=O)=O)[C:5]2[N:6]=[CH:7][C:8]3[CH2:13][N:12]([C:14]4[CH:19]=[C:18]([O:20][CH3:21])[CH:17]=[C:16]([O:22][CH3:23])[C:15]=4[Cl:24])[C:11](=[O:25])[N:10]([CH3:26])[C:9]=3[C:4]=2[CH:3]=1.CC(C)([O-])C.[K+]. Product: [Br:1][C:2]1[NH:27][C:5]2[N:6]=[CH:7][C:8]3[CH2:13][N:12]([C:14]4[CH:19]=[C:18]([O:20][CH3:21])[CH:17]=[C:16]([O:22][CH3:23])[C:15]=4[Cl:24])[C:11](=[O:25])[N:10]([CH3:26])[C:9]=3[C:4]=2[CH:3]=1. The catalyst class is: 7. (2) The catalyst class is: 7. Reactant: [Br:1][C:2]1[CH:8]=[C:7]([Cl:9])[CH:6]=[C:5]([F:10])[C:3]=1[NH2:4].[C:11](O[C:11]([O:13][C:14]([CH3:17])([CH3:16])[CH3:15])=[O:12])([O:13][C:14]([CH3:17])([CH3:16])[CH3:15])=[O:12].C(OCC)(=O)C.Cl. Product: [Br:1][C:2]1[CH:8]=[C:7]([Cl:9])[CH:6]=[C:5]([F:10])[C:3]=1[NH:4][C:11](=[O:12])[O:13][C:14]([CH3:17])([CH3:16])[CH3:15]. (3) Reactant: [Cl:1][C:2]1[CH:7]=[CH:6][C:5]([C:8]2([C:20]3[CH:25]=[CH:24][C:23]([Cl:26])=[CH:22][CH:21]=3)[CH2:12][CH2:11][N:10]([CH2:13][C:14]([O:16]CC)=[O:15])[C:9]2=[O:19])=[CH:4][CH:3]=1.[OH-].[Li+]. Product: [Cl:26][C:23]1[CH:22]=[CH:21][C:20]([C:8]2([C:5]3[CH:4]=[CH:3][C:2]([Cl:1])=[CH:7][CH:6]=3)[CH2:12][CH2:11][N:10]([CH2:13][C:14]([OH:16])=[O:15])[C:9]2=[O:19])=[CH:25][CH:24]=1. The catalyst class is: 40. (4) Product: [CH3:25][C:23]1([CH3:24])[O:22][C:21]([NH:26][C@H:27]([C:38]2[CH:43]=[CH:42][CH:41]=[CH:40][C:39]=2[F:44])[CH2:28][CH2:29][OH:30])=[N:20][S:19](=[O:46])(=[O:45])[CH:18]1[C:15]1[CH:14]=[CH:13][C:12]([C:3]2[CH:4]=[CH:5][CH:6]=[CH:7][C:2]=2[CH3:1])=[CH:17][CH:16]=1. The catalyst class is: 117. Reactant: [CH3:1][C:2]1[CH:7]=[CH:6][CH:5]=[CH:4][C:3]=1B(O)O.Br[C:12]1[CH:17]=[CH:16][C:15]([CH:18]2[C:23]([CH3:25])([CH3:24])[O:22][C:21]([NH:26][C@H:27]([C:38]3[CH:43]=[CH:42][CH:41]=[CH:40][C:39]=3[F:44])[CH2:28][CH2:29][O:30][Si](C(C)(C)C)(C)C)=[N:20][S:19]2(=[O:46])=[O:45])=[CH:14][CH:13]=1.C(=O)([O-])[O-].[Cs+].[Cs+].C(OCC)(=O)C.